From a dataset of Forward reaction prediction with 1.9M reactions from USPTO patents (1976-2016). Predict the product of the given reaction. (1) Given the reactants CC1(C)N2C(=O)C(N3C4N=CN=CC=4C=C3)=CC=C2C(=O)N1.Cl.N[C@H]1CCC[C@@H](O)C1.S(=O)(=O)(O)O.[Br:37][C:38]1[C:43](=[O:44])[N:42]2[C:45]3([NH:51][C:52](=[O:53])[C:41]2=[C:40]([Cl:54])[CH:39]=1)[CH2:50][CH2:49][CH2:48][NH:47][CH2:46]3.[OH-].[Na+].[C:57](O[C:57]([O:59][C:60]([CH3:63])([CH3:62])[CH3:61])=[O:58])([O:59][C:60]([CH3:63])([CH3:62])[CH3:61])=[O:58], predict the reaction product. The product is: [Br:37][C:38]1[C:43](=[O:44])[N:42]2[C:45]3([NH:51][C:52](=[O:53])[C:41]2=[C:40]([Cl:54])[CH:39]=1)[CH2:50][CH2:49][CH2:48][N:47]([C:57]([O:59][C:60]([CH3:63])([CH3:62])[CH3:61])=[O:58])[CH2:46]3. (2) Given the reactants [C:1]12([C:12]3[C:11]([OH:13])=[CH:10][CH:9]=[CH:8][C:7]=3[O:6][CH2:5][CH2:4]1)[CH2:3][CH2:2]2.CN(C=O)C.Cl[C:20]1[N:25]=[CH:24][C:23]([N+:26]([O-:28])=[O:27])=[CH:22][N:21]=1, predict the reaction product. The product is: [C:1]12([C:12]3[C:7](=[CH:8][CH:9]=[CH:10][C:11]=3[O:13][C:20]3[N:25]=[CH:24][C:23]([N+:26]([O-:28])=[O:27])=[CH:22][N:21]=3)[O:6][CH2:5][CH2:4]1)[CH2:3][CH2:2]2. (3) Given the reactants [Li+].CC([N-]C(C)C)C.C(C1C=CC=CC=1)C.[CH2:17]([O:19][C:20]([CH:22]1[CH2:27][CH2:26][N:25]([C:28]([O:30][C:31]([CH3:34])([CH3:33])[CH3:32])=[O:29])[CH2:24][CH2:23]1)=[O:21])[CH3:18].Cl[CH2:36][O:37][CH2:38][C:39]1[CH:44]=[CH:43][CH:42]=[CH:41][CH:40]=1, predict the reaction product. The product is: [CH2:17]([O:19][C:20]([C:22]1([CH2:36][O:37][CH2:38][C:39]2[CH:44]=[CH:43][CH:42]=[CH:41][CH:40]=2)[CH2:27][CH2:26][N:25]([C:28]([O:30][C:31]([CH3:33])([CH3:32])[CH3:34])=[O:29])[CH2:24][CH2:23]1)=[O:21])[CH3:18]. (4) Given the reactants Br[C:2]1[CH:7]=[C:6]([C:8]([CH3:12])([CH3:11])[CH:9]=[CH2:10])[C:5]([Cl:13])=[CH:4][C:3]=1[O:14][CH3:15].[Li]CCCC.CN([CH:24]=[O:25])C, predict the reaction product. The product is: [Cl:13][C:5]1[C:6]([C:8]([CH3:12])([CH3:11])[CH:9]=[CH2:10])=[CH:7][C:2]([CH:24]=[O:25])=[C:3]([O:14][CH3:15])[CH:4]=1. (5) Given the reactants O.S(O)(O)(=O)=O.[NH2:7][C:8]1[C:13]([NH2:14])=[C:12]([OH:15])[N:11]=[C:10]([SH:16])[N:9]=1.[NH2:7][C:8]1[C:13]([NH2:14])=[C:12]([OH:15])[N:11]=[C:10]([SH:16])[N:9]=1.O.O.O.[Cl-:30].[Ba+2].[Cl-], predict the reaction product. The product is: [ClH:30].[NH2:14][C:13]1[C:12]([OH:15])=[N:11][C:10]([SH:16])=[N:9][C:8]=1[NH2:7]. (6) Given the reactants [Si]([O:8][CH2:9][C:10]1[N:11]([CH3:45])[C:12]2[CH:13]=[C:14]3[O:23][CH2:22][CH2:21][C:20]4[C:24]([OH:44])=[C:25]([C:40]([O:42][CH3:43])=[O:41])[C:26](=[O:39])[N:27]([CH2:28][C:29]5[CH:34]=[CH:33][C:32]([O:35][CH3:36])=[CH:31][C:30]=5[O:37][CH3:38])[C:19]=4[C:15]3=[CH:16][C:17]=2[CH:18]=1)(C(C)(C)C)(C)C.CCCC[N+](CCCC)(CCCC)CCCC.[F-], predict the reaction product. The product is: [CH3:38][O:37][C:30]1[CH:31]=[C:32]([O:35][CH3:36])[CH:33]=[CH:34][C:29]=1[CH2:28][N:27]1[C:19]2[C:15]3[C:14]([O:23][CH2:22][CH2:21][C:20]=2[C:24]([OH:44])=[C:25]([C:40]([O:42][CH3:43])=[O:41])[C:26]1=[O:39])=[CH:13][C:12]1[N:11]([CH3:45])[C:10]([CH2:9][OH:8])=[CH:18][C:17]=1[CH:16]=3. (7) Given the reactants [CH3:1][O:2][C:3]1[CH:32]=[C:31]([O:33][CH3:34])[CH:30]=[CH:29][C:4]=1[CH2:5][N:6]1[C:10]([C:11]2[C:19]3[C:14](=[N:15][CH:16]=[CH:17][CH:18]=3)[N:13]([CH2:20][C:21]3[CH:26]=[CH:25][CH:24]=[CH:23][C:22]=3[F:27])[N:12]=2)=[N:9][NH:8][C:7]1=[O:28].C(=O)([O-])[O-].[Cs+].[Cs+].I[CH2:42][CH3:43].O, predict the reaction product. The product is: [CH3:1][O:2][C:3]1[CH:32]=[C:31]([O:33][CH3:34])[CH:30]=[CH:29][C:4]=1[CH2:5][N:6]1[C:10]([C:11]2[C:19]3[C:14](=[N:15][CH:16]=[CH:17][CH:18]=3)[N:13]([CH2:20][C:21]3[CH:26]=[CH:25][CH:24]=[CH:23][C:22]=3[F:27])[N:12]=2)=[N:9][N:8]([CH2:42][CH3:43])[C:7]1=[O:28]. (8) Given the reactants C1(OC2C=CC=CC=2)C=CC=CC=1.C(OC(=O)/[C:20](/[C:32]#[N:33])=[CH:21]/[NH:22][C:23]1[S:24][CH:25]=[CH:26][C:27]=1[C:28]([O:30]C)=O)(C)(C)C, predict the reaction product. The product is: [OH:30][C:28]1[C:20]([C:32]#[N:33])=[CH:21][N:22]=[C:23]2[S:24][CH:25]=[CH:26][C:27]=12.